The task is: Predict the product of the given reaction.. This data is from Forward reaction prediction with 1.9M reactions from USPTO patents (1976-2016). Given the reactants Cl[C:2]1[C:3]([C:16]2[CH:21]=[CH:20][C:19]([F:22])=[CH:18][CH:17]=2)=[N:4][C:5]2[C:10]([N:11]=1)=[CH:9][C:8]([C:12]([O:14][CH3:15])=[O:13])=[CH:7][CH:6]=2.[NH2:23][C:24]1[C:25]([CH3:30])=[CH:26][CH:27]=[CH:28][CH:29]=1, predict the reaction product. The product is: [C:25]1([CH3:30])[C:24]([NH:23][C:2]2[C:3]([C:16]3[CH:21]=[CH:20][C:19]([F:22])=[CH:18][CH:17]=3)=[N:4][C:5]3[C:10]([N:11]=2)=[CH:9][C:8]([C:12]([O:14][CH3:15])=[O:13])=[CH:7][CH:6]=3)=[CH:29][CH:28]=[CH:27][CH:26]=1.